This data is from Reaction yield outcomes from USPTO patents with 853,638 reactions. The task is: Predict the reaction yield, written as a fraction of the theoretical maximum amount of product (1.0 means a 100% yield; for example, 0.34 means a 34% yield). (1) The reactants are C(OC([N:8]1[CH2:13][CH2:12][CH:11]([CH2:14][CH2:15][O:16][C:17](=[O:25])[CH2:18][C:19]2[CH:24]=[CH:23][CH:22]=[CH:21][CH:20]=2)[CH2:10][CH2:9]1)=O)(C)(C)C.Cl.CCOCC. The catalyst is CO. The product is [C:19]1([CH2:18][C:17]([O:16][CH2:15][CH2:14][CH:11]2[CH2:12][CH2:13][NH:8][CH2:9][CH2:10]2)=[O:25])[CH:24]=[CH:23][CH:22]=[CH:21][CH:20]=1. The yield is 0.870. (2) The reactants are Cl[C:2]1[CH:7]=[CH:6][C:5]([C:8]2[C:9]3[C:14]([C:15]([C:22]4[CH:27]=[C:26]([C:28]5[CH:33]=[CH:32][CH:31]=[CH:30][CH:29]=5)[CH:25]=[C:24]([C:34]5[CH:39]=[CH:38][CH:37]=[CH:36][CH:35]=5)[CH:23]=4)=[C:16]4[C:21]=2[CH:20]=[CH:19][CH:18]=[CH:17]4)=[CH:13][CH:12]=[CH:11][CH:10]=3)=[CH:4][CH:3]=1.[C:40]1([NH:46][C:47]2[CH:52]=[CH:51][CH:50]=[CH:49][CH:48]=2)[CH:45]=[CH:44][CH:43]=[CH:42][CH:41]=1.C(P(C(C)(C)C)C(C)(C)C)(C)(C)C.CC(C)([O-])C.[Na+]. The catalyst is C1(C)C=CC=CC=1.C1C=CC(/C=C/C(/C=C/C2C=CC=CC=2)=O)=CC=1.C1C=CC(/C=C/C(/C=C/C2C=CC=CC=2)=O)=CC=1.C1C=CC(/C=C/C(/C=C/C2C=CC=CC=2)=O)=CC=1.[Pd].[Pd]. The product is [C:47]1([N:46]([C:40]2[CH:41]=[CH:42][CH:43]=[CH:44][CH:45]=2)[C:2]2[CH:7]=[CH:6][C:5]([C:8]3[C:9]4[C:14]([C:15]([C:22]5[CH:27]=[C:26]([C:28]6[CH:33]=[CH:32][CH:31]=[CH:30][CH:29]=6)[CH:25]=[C:24]([C:34]6[CH:39]=[CH:38][CH:37]=[CH:36][CH:35]=6)[CH:23]=5)=[C:16]5[C:21]=3[CH:20]=[CH:19][CH:18]=[CH:17]5)=[CH:13][CH:12]=[CH:11][CH:10]=4)=[CH:4][CH:3]=2)[CH:48]=[CH:49][CH:50]=[CH:51][CH:52]=1. The yield is 0.860. (3) The reactants are C(OC([N:8]1[CH2:13][CH2:12][CH:11]([N:14]2[CH2:18][CH2:17][CH2:16][C@H:15]2[CH2:19][OH:20])[CH2:10][CH2:9]1)=O)(C)(C)C.[ClH:21]. The yield is 0.820. The catalyst is CCO.O1CCOCC1. The product is [ClH:21].[ClH:21].[NH:8]1[CH2:9][CH2:10][CH:11]([N:14]2[CH2:18][CH2:17][CH2:16][C@H:15]2[CH2:19][OH:20])[CH2:12][CH2:13]1. (4) The reactants are Cl[C:2]1[N:7]=[C:6]([CH2:8][CH2:9][C:10]2[CH:15]=[CH:14][CH:13]=[CH:12][C:11]=2[C:16]2([C:19]([NH2:21])=[O:20])[CH2:18][CH2:17]2)[C:5]([Cl:22])=[CH:4][N:3]=1.O.[CH3:24][N:25]1[CH2:30][CH2:29][CH:28]([N:31]2[CH:35]=[C:34]([NH2:36])[CH:33]=[N:32]2)[CH2:27][CH2:26]1. The catalyst is CO. The product is [Cl:22][C:5]1[C:6]([CH2:8][CH2:9][C:10]2[CH:15]=[CH:14][CH:13]=[CH:12][C:11]=2[C:16]2([C:19]([NH2:21])=[O:20])[CH2:18][CH2:17]2)=[N:7][C:2]([NH:36][C:34]2[CH:33]=[N:32][N:31]([CH:28]3[CH2:29][CH2:30][N:25]([CH3:24])[CH2:26][CH2:27]3)[CH:35]=2)=[N:3][CH:4]=1. The yield is 0.170.